From a dataset of NCI-60 drug combinations with 297,098 pairs across 59 cell lines. Regression. Given two drug SMILES strings and cell line genomic features, predict the synergy score measuring deviation from expected non-interaction effect. (1) Drug 1: C1=CC(=CC=C1CCC2=CNC3=C2C(=O)NC(=N3)N)C(=O)NC(CCC(=O)O)C(=O)O. Drug 2: CS(=O)(=O)OCCCCOS(=O)(=O)C. Cell line: CAKI-1. Synergy scores: CSS=17.5, Synergy_ZIP=-10.2, Synergy_Bliss=-8.61, Synergy_Loewe=-2.92, Synergy_HSA=-2.42. (2) Drug 1: CN(C(=O)NC(C=O)C(C(C(CO)O)O)O)N=O. Drug 2: C1C(C(OC1N2C=NC3=C2NC=NCC3O)CO)O. Cell line: M14. Synergy scores: CSS=55.3, Synergy_ZIP=-0.313, Synergy_Bliss=-1.60, Synergy_Loewe=-1.10, Synergy_HSA=0.395. (3) Drug 1: CC(CN1CC(=O)NC(=O)C1)N2CC(=O)NC(=O)C2. Drug 2: CC1C(C(CC(O1)OC2CC(CC3=C2C(=C4C(=C3O)C(=O)C5=C(C4=O)C(=CC=C5)OC)O)(C(=O)CO)O)N)O.Cl. Cell line: MOLT-4. Synergy scores: CSS=51.0, Synergy_ZIP=-13.0, Synergy_Bliss=-21.5, Synergy_Loewe=-18.9, Synergy_HSA=-17.1. (4) Drug 1: CCCS(=O)(=O)NC1=C(C(=C(C=C1)F)C(=O)C2=CNC3=C2C=C(C=N3)C4=CC=C(C=C4)Cl)F. Drug 2: CN1C2=C(C=C(C=C2)N(CCCl)CCCl)N=C1CCCC(=O)O.Cl. Cell line: NCI-H522. Synergy scores: CSS=10.1, Synergy_ZIP=-3.96, Synergy_Bliss=-3.82, Synergy_Loewe=-4.32, Synergy_HSA=-3.92.